Task: Predict the reactants needed to synthesize the given product.. Dataset: Full USPTO retrosynthesis dataset with 1.9M reactions from patents (1976-2016) (1) The reactants are: [CH3:1][N:2]([CH3:22])[CH2:3][CH2:4][N:5]1[C:14]2[C:9](=[CH:10][C:11]([I:15])=[CH:12][CH:13]=2)[C:8](=[O:16])[C:7]([C:17]([O:19]CC)=[O:18])=[CH:6]1.[OH-].[K+]. Given the product [CH3:1][N:2]([CH3:22])[CH2:3][CH2:4][N:5]1[C:14]2[C:9](=[CH:10][C:11]([I:15])=[CH:12][CH:13]=2)[C:8](=[O:16])[C:7]([C:17]([OH:19])=[O:18])=[CH:6]1, predict the reactants needed to synthesize it. (2) Given the product [CH3:1][O:2][C:3]1[CH:4]=[C:5]2[C:10](=[CH:11][CH:12]=1)[N:9]=[C:8]([CH3:13])[CH:7]=[C:6]2[O:14][S:16]([C:19]([F:22])([F:21])[F:20])(=[O:18])=[O:17], predict the reactants needed to synthesize it. The reactants are: [CH3:1][O:2][C:3]1[CH:4]=[C:5]2[C:10](=[CH:11][CH:12]=1)[N:9]=[C:8]([CH3:13])[CH:7]=[C:6]2[OH:14].[N-]([S:16]([C:19]([F:22])([F:21])[F:20])(=[O:18])=[O:17])[S:16]([C:19]([F:22])([F:21])[F:20])(=[O:18])=[O:17]. (3) Given the product [F:29][C:27]1[CH:28]=[C:23]([CH:24]=[C:25]([F:30])[CH:26]=1)[CH2:22][CH:21]([NH:31][C:32](=[O:34])[CH3:33])[CH:20]([OH:35])[CH2:19][NH:18][C:8]1([C:4]2[CH:5]=[CH:6][CH:7]=[C:2]([N:36]3[CH:40]=[CH:39][CH:38]=[N:37]3)[CH:3]=2)[CH2:9][CH2:10][C:11]2([O:15][CH2:14][CH2:13][O:12]2)[CH2:16][CH2:17]1, predict the reactants needed to synthesize it. The reactants are: Br[C:2]1[CH:3]=[C:4]([C:8]2([NH:18][CH2:19][CH:20]([OH:35])[CH:21]([NH:31][C:32](=[O:34])[CH3:33])[CH2:22][C:23]3[CH:28]=[C:27]([F:29])[CH:26]=[C:25]([F:30])[CH:24]=3)[CH2:17][CH2:16][C:11]3([O:15][CH2:14][CH2:13][O:12]3)[CH2:10][CH2:9]2)[CH:5]=[CH:6][CH:7]=1.[NH:36]1[CH:40]=[CH:39][CH:38]=[N:37]1.C(=O)([O-])[O-].[Cs+].[Cs+].N[C@@H]1CCCC[C@H]1N. (4) Given the product [N:15]1([CH2:14][CH2:13][O:12][C:7]2[CH:8]=[C:9]3[C:4](=[CH:5][CH:6]=2)[CH:3]=[C:2]([C:26]2[CH:27]=[N:28][CH:29]=[CH:30][CH:31]=2)[CH:11]=[CH:10]3)[CH2:19][CH2:18][CH2:17][CH2:16]1, predict the reactants needed to synthesize it. The reactants are: Br[C:2]1[CH:3]=[C:4]2[C:9](=[CH:10][CH:11]=1)[CH:8]=[C:7]([O:12][CH2:13][CH2:14][N:15]1[CH2:19][CH2:18][CH2:17][CH2:16]1)[CH:6]=[CH:5]2.O1CCCOB1[C:26]1[CH:27]=[N:28][CH:29]=[CH:30][CH:31]=1. (5) Given the product [C:10]([O:14][C:15](=[O:31])[N:16]([C:24]1[CH:29]=[CH:28][C:27]([Cl:30])=[CH:26][CH:25]=1)[C:17]1[CH:22]=[N:21][CH:20]=[C:19]([C:7]2[CH:6]=[CH:5][CH:4]=[C:3]([CH3:2])[N:8]=2)[N:18]=1)([CH3:13])([CH3:12])[CH3:11], predict the reactants needed to synthesize it. The reactants are: [Br-].[CH3:2][C:3]1[N:8]=[C:7]([Zn+])[CH:6]=[CH:5][CH:4]=1.[C:10]([O:14][C:15](=[O:31])[N:16]([C:24]1[CH:29]=[CH:28][C:27]([Cl:30])=[CH:26][CH:25]=1)[C:17]1[CH:22]=[N:21][CH:20]=[C:19](Cl)[N:18]=1)([CH3:13])([CH3:12])[CH3:11]. (6) Given the product [NH2:23][C@H:18]1[C@@H:19]([F:22])[CH2:20][O:21][C@H:15]([C:14]2[N:13]([CH3:31])[N:12]=[CH:11][C:10]=2[NH:9][C:7]([C:5]2[N:6]=[C:2]([C:35]3[CH:36]=[CH:37][CH:38]=[C:33]([Cl:32])[C:34]=3[F:42])[S:3][CH:4]=2)=[O:8])[CH2:16][CH2:17]1, predict the reactants needed to synthesize it. The reactants are: Br[C:2]1[S:3][CH:4]=[C:5]([C:7]([NH:9][C:10]2[CH:11]=[N:12][N:13]([CH3:31])[C:14]=2[C@H:15]2[O:21][CH2:20][C@H:19]([F:22])[C@H:18]([NH:23]C(=O)OC(C)(C)C)[CH2:17][CH2:16]2)=[O:8])[N:6]=1.[Cl:32][C:33]1[C:34]([F:42])=[C:35](B(O)O)[CH:36]=[CH:37][CH:38]=1. (7) Given the product [CH3:30][O:20][C:19](=[O:21])[C:18]1[CH:22]=[C:23]([C:25]2[O:26][CH:27]=[CH:28][N:29]=2)[CH:24]=[C:16]([NH:15][C:13]([O:12][CH2:5][C:6]2[CH:7]=[CH:8][CH:9]=[CH:10][CH:11]=2)=[O:14])[CH:17]=1, predict the reactants needed to synthesize it. The reactants are: S(Cl)(Cl)=O.[CH2:5]([O:12][C:13]([NH:15][C:16]1[CH:17]=[C:18]([CH:22]=[C:23]([C:25]2[O:26][CH:27]=[CH:28][N:29]=2)[CH:24]=1)[C:19]([OH:21])=[O:20])=[O:14])[C:6]1[CH:11]=[CH:10][CH:9]=[CH:8][CH:7]=1.[CH3:30]O.